From a dataset of Full USPTO retrosynthesis dataset with 1.9M reactions from patents (1976-2016). Predict the reactants needed to synthesize the given product. (1) Given the product [F:10][CH:9]([F:11])[C:6]1[N:7]=[CH:8][C:3]([CH2:2][NH:1][C:28](=[O:32])[CH:29]([CH3:31])[CH3:30])=[CH:4][C:5]=1[C:12]1[NH:16][C:15](=[O:17])[N:14]([C:18]2[CH:23]=[CH:22][C:21]([C:24]([F:26])([F:25])[F:27])=[CH:20][CH:19]=2)[N:13]=1, predict the reactants needed to synthesize it. The reactants are: [NH2:1][CH2:2][C:3]1[CH:4]=[C:5]([C:12]2[NH:16][C:15](=[O:17])[N:14]([C:18]3[CH:23]=[CH:22][C:21]([C:24]([F:27])([F:26])[F:25])=[CH:20][CH:19]=3)[N:13]=2)[C:6]([CH:9]([F:11])[F:10])=[N:7][CH:8]=1.[C:28](Cl)(=[O:32])[CH:29]([CH3:31])[CH3:30]. (2) The reactants are: C([O:3][C:4]([C:6]1[S:7][C:8]([CH:11]([S:15][C:16]2[CH:21]=[C:20]([CH3:22])[C:19]([C:23]3[CH:28]=[CH:27][C:26]([C:29]([F:32])([F:31])[F:30])=[CH:25][CH:24]=3)=[C:18]([CH3:33])[CH:17]=2)[CH:12]([CH3:14])[CH3:13])=[CH:9][CH:10]=1)=[O:5])C.[OH-].[Li+].Cl. Given the product [CH3:33][C:18]1[CH:17]=[C:16]([S:15][CH:11]([C:8]2[S:7][C:6]([C:4]([OH:5])=[O:3])=[CH:10][CH:9]=2)[CH:12]([CH3:14])[CH3:13])[CH:21]=[C:20]([CH3:22])[C:19]=1[C:23]1[CH:24]=[CH:25][C:26]([C:29]([F:32])([F:30])[F:31])=[CH:27][CH:28]=1, predict the reactants needed to synthesize it. (3) Given the product [CH:16]1([CH2:15][O:14][C:5]2[C:4]([CH:1]3[CH2:3][CH2:2]3)=[CH:12][C:8]([C:9]([NH:60][S:57]([N:55]3[CH2:56][CH:53]([F:52])[CH2:54]3)(=[O:59])=[O:58])=[O:11])=[C:7]([F:13])[CH:6]=2)[CH2:17][CH2:18][CH2:19][CH2:20][CH2:21]1, predict the reactants needed to synthesize it. The reactants are: [CH:1]1([C:4]2[C:5]([O:14][CH2:15][C:16]3(C(F)(F)F)[CH2:21][CH2:20][CH2:19][CH2:18][CH2:17]3)=[CH:6][C:7]([F:13])=[C:8]([CH:12]=2)[C:9]([OH:11])=O)[CH2:3][CH2:2]1.C1(COC2C(C3CC3)=CC(C(O)=O)=C(F)C=2)CCCCC1.CS(N)(=O)=O.[F:52][CH:53]1[CH2:56][N:55]([S:57]([NH2:60])(=[O:59])=[O:58])[CH2:54]1.